Dataset: Full USPTO retrosynthesis dataset with 1.9M reactions from patents (1976-2016). Task: Predict the reactants needed to synthesize the given product. (1) Given the product [F:1][C:2]1[CH:3]=[C:4]2[C:9](=[CH:10][CH:11]=1)[CH:8]=[C:7]([CH:12]1[CH2:13][CH2:14][NH:15][CH2:16][CH2:17]1)[CH:6]=[CH:5]2, predict the reactants needed to synthesize it. The reactants are: [F:1][C:2]1[CH:3]=[C:4]2[C:9](=[CH:10][CH:11]=1)[CH:8]=[C:7]([C:12]1[CH2:17][CH2:16][NH:15][CH2:14][CH:13]=1)[CH:6]=[CH:5]2. (2) Given the product [F:28][C:26]1[CH:27]=[C:22]2[C:23](=[O:29])[N:24]([CH:25]=1)[CH2:2][C:3]([CH3:31])([CH3:30])[CH2:4][NH:5][C:6](=[O:7])[C:8]1=[C:12]3[N:13]=[C:14]([CH:15]=[CH:16][N:11]3[N:10]=[CH:9]1)[N:17]1[C@@H:18]2[CH2:19][CH2:20][CH2:21]1, predict the reactants needed to synthesize it. The reactants are: Br[CH2:2][C:3]([CH3:31])([CH3:30])[CH2:4][NH:5][C:6]([C:8]1[CH:9]=[N:10][N:11]2[CH:16]=[CH:15][C:14]([N:17]3[CH2:21][CH2:20][CH2:19][C@@H:18]3[C:22]3[C:23]([OH:29])=[N:24][CH:25]=[C:26]([F:28])[CH:27]=3)=[N:13][C:12]=12)=[O:7].CC([O-])(C)C.[K+]. (3) Given the product [Cl:26][C:23]1[CH:24]=[CH:25][C:20]([C:18]([NH:17][CH:13]([CH2:12][C:7]2[C:5]3[C:4](=[CH:3][CH:2]=[CH:1][CH:6]=3)[NH:11][C:9](=[O:10])[CH:8]=2)[C:14]([O:16][CH2:29][C:30]([O:31][CH2:32][CH2:33][N:34]2[CH2:35][CH2:36][O:37][CH2:38][CH2:39]2)=[O:40])=[O:15])=[O:19])=[CH:21][CH:22]=1, predict the reactants needed to synthesize it. The reactants are: [CH:1]1[CH:2]=[CH:3][C:4]2[NH:11][C:9](=[O:10])[CH:8]=[C:7]([CH2:12][CH:13]([NH:17][C:18]([C:20]3[CH:21]=[CH:22][C:23]([Cl:26])=[CH:24][CH:25]=3)=[O:19])[C:14]([OH:16])=[O:15])[C:5]=2[CH:6]=1.[Br-].Br[CH2:29][C:30](=[O:40])[O:31][CH2:32][CH2:33][NH+:34]1[CH2:39][CH2:38][O:37][CH2:36][CH2:35]1. (4) Given the product [CH:11]1([C:9]2[O:8][C:7]([CH3:17])=[C:6]([C:4]([OH:5])=[O:3])[CH:10]=2)[CH2:12][CH2:13][CH2:14][CH2:15][CH2:16]1, predict the reactants needed to synthesize it. The reactants are: C([O:3][C:4]([C:6]1[CH:10]=[C:9]([CH:11]2[CH2:16][CH2:15][CH2:14][CH2:13][CH2:12]2)[O:8][C:7]=1[CH3:17])=[O:5])C.[OH-].[Na+].